The task is: Regression. Given two drug SMILES strings and cell line genomic features, predict the synergy score measuring deviation from expected non-interaction effect.. This data is from NCI-60 drug combinations with 297,098 pairs across 59 cell lines. (1) Drug 1: C1=C(C(=O)NC(=O)N1)F. Cell line: LOX IMVI. Drug 2: C1=NC2=C(N=C(N=C2N1C3C(C(C(O3)CO)O)F)Cl)N. Synergy scores: CSS=44.6, Synergy_ZIP=-2.79, Synergy_Bliss=-4.34, Synergy_Loewe=-2.65, Synergy_HSA=-1.62. (2) Drug 1: CN(CC1=CN=C2C(=N1)C(=NC(=N2)N)N)C3=CC=C(C=C3)C(=O)NC(CCC(=O)O)C(=O)O. Drug 2: C1CC(C1)(C(=O)O)C(=O)O.[NH2-].[NH2-].[Pt+2]. Cell line: HOP-92. Synergy scores: CSS=12.0, Synergy_ZIP=-8.50, Synergy_Bliss=-11.0, Synergy_Loewe=-7.49, Synergy_HSA=-6.44. (3) Drug 1: CN1C(=O)N2C=NC(=C2N=N1)C(=O)N. Drug 2: C1CN(CCN1C(=O)CCBr)C(=O)CCBr. Cell line: COLO 205. Synergy scores: CSS=20.0, Synergy_ZIP=-7.03, Synergy_Bliss=-2.02, Synergy_Loewe=-13.6, Synergy_HSA=-2.80. (4) Drug 2: C1CN1C2=NC(=NC(=N2)N3CC3)N4CC4. Synergy scores: CSS=32.9, Synergy_ZIP=-2.00, Synergy_Bliss=5.96, Synergy_Loewe=-12.9, Synergy_HSA=1.89. Drug 1: CCCCC(=O)OCC(=O)C1(CC(C2=C(C1)C(=C3C(=C2O)C(=O)C4=C(C3=O)C=CC=C4OC)O)OC5CC(C(C(O5)C)O)NC(=O)C(F)(F)F)O. Cell line: BT-549. (5) Drug 1: CN(C)C1=NC(=NC(=N1)N(C)C)N(C)C. Drug 2: C(CC(=O)O)C(=O)CN.Cl. Cell line: HS 578T. Synergy scores: CSS=4.18, Synergy_ZIP=-1.24, Synergy_Bliss=0.871, Synergy_Loewe=-9.96, Synergy_HSA=-5.84. (6) Cell line: T-47D. Drug 2: C(CCl)NC(=O)N(CCCl)N=O. Synergy scores: CSS=3.14, Synergy_ZIP=-1.49, Synergy_Bliss=4.48, Synergy_Loewe=-2.73, Synergy_HSA=1.67. Drug 1: CC12CCC(CC1=CCC3C2CCC4(C3CC=C4C5=CN=CC=C5)C)O. (7) Drug 1: CN1CCC(CC1)COC2=C(C=C3C(=C2)N=CN=C3NC4=C(C=C(C=C4)Br)F)OC. Drug 2: C(CCl)NC(=O)N(CCCl)N=O. Cell line: SN12C. Synergy scores: CSS=13.6, Synergy_ZIP=-5.44, Synergy_Bliss=-0.435, Synergy_Loewe=0.426, Synergy_HSA=1.22. (8) Drug 1: CN(CC1=CN=C2C(=N1)C(=NC(=N2)N)N)C3=CC=C(C=C3)C(=O)NC(CCC(=O)O)C(=O)O. Drug 2: CC1CCC2CC(C(=CC=CC=CC(CC(C(=O)C(C(C(=CC(C(=O)CC(OC(=O)C3CCCCN3C(=O)C(=O)C1(O2)O)C(C)CC4CCC(C(C4)OC)OP(=O)(C)C)C)C)O)OC)C)C)C)OC. Cell line: OVCAR3. Synergy scores: CSS=45.5, Synergy_ZIP=-3.89, Synergy_Bliss=-4.71, Synergy_Loewe=-5.73, Synergy_HSA=-4.50.